Dataset: hERG Central: cardiac toxicity at 1µM, 10µM, and general inhibition. Task: Predict hERG channel inhibition at various concentrations. (1) The drug is CCOC(=O)Cn1c(Br)nc2c1c(=O)[nH]c(=O)n2C. Results: hERG_inhib (hERG inhibition (general)): blocker. (2) The drug is O=C(NCCc1cn2ccccc2n1)c1cc(COc2c(F)cccc2F)on1. Results: hERG_inhib (hERG inhibition (general)): blocker.